Dataset: NCI-60 drug combinations with 297,098 pairs across 59 cell lines. Task: Regression. Given two drug SMILES strings and cell line genomic features, predict the synergy score measuring deviation from expected non-interaction effect. Drug 1: C1=NC2=C(N1)C(=S)N=CN2. Drug 2: C1CNP(=O)(OC1)N(CCCl)CCCl. Cell line: SF-295. Synergy scores: CSS=36.4, Synergy_ZIP=-1.36, Synergy_Bliss=2.35, Synergy_Loewe=-30.8, Synergy_HSA=3.03.